Predict the reaction yield, written as a fraction of the theoretical maximum amount of product (1.0 means a 100% yield; for example, 0.34 means a 34% yield). From a dataset of Reaction yield outcomes from USPTO patents with 853,638 reactions. (1) The reactants are [OH-].[Li+].[Br:3][C:4]1[N:8]([CH3:9])[N:7]=[C:6]([C:10]([O:12]CC)=[O:11])[CH:5]=1. The catalyst is C1COCC1.O. The product is [Br:3][C:4]1[N:8]([CH3:9])[N:7]=[C:6]([C:10]([OH:12])=[O:11])[CH:5]=1. The yield is 0.820. (2) The reactants are [BH4-].[Na+].[C:3]1([C@@H:9]2[CH2:11][C@H:10]2[NH:12][CH:13]=O)[CH:8]=[CH:7][CH:6]=[CH:5][CH:4]=1.II.CO. The catalyst is O1CCCC1. The product is [CH3:13][NH:12][C@@H:10]1[CH2:11][C@H:9]1[C:3]1[CH:8]=[CH:7][CH:6]=[CH:5][CH:4]=1. The yield is 0.570.